This data is from Full USPTO retrosynthesis dataset with 1.9M reactions from patents (1976-2016). The task is: Predict the reactants needed to synthesize the given product. (1) Given the product [CH3:19][N:20]1[C:24]([CH:25]([C:9]2[CH:14]=[CH:13][N:12]=[C:11]([C:15]([F:18])([F:17])[F:16])[CH:10]=2)[OH:26])=[CH:23][N:22]=[CH:21]1, predict the reactants needed to synthesize it. The reactants are: C([Mg]Cl)(C)C.[Cl-].[Li+].Br[C:9]1[CH:14]=[CH:13][N:12]=[C:11]([C:15]([F:18])([F:17])[F:16])[CH:10]=1.[CH3:19][N:20]1[C:24]([CH:25]=[O:26])=[CH:23][N:22]=[CH:21]1. (2) Given the product [CH:1]1([CH2:6][CH:7]([N:11]2[C:16](=[O:17])[CH:15]=[C:14]([O:18][C:19]3[CH:24]=[C:23]([CH3:25])[CH:22]=[CH:21][C:20]=3[F:26])[CH:13]=[N:12]2)[C:8]([NH:39][C:36]2[CH:37]=[CH:38][N:34]([CH2:33][C@@H:31]3[CH2:30][O:29][C:28]([CH3:40])([CH3:27])[O:32]3)[N:35]=2)=[O:9])[CH2:5][CH2:4][CH2:3][CH2:2]1, predict the reactants needed to synthesize it. The reactants are: [CH:1]1([CH2:6][CH:7]([N:11]2[C:16](=[O:17])[CH:15]=[C:14]([O:18][C:19]3[CH:24]=[C:23]([CH3:25])[CH:22]=[CH:21][C:20]=3[F:26])[CH:13]=[N:12]2)[C:8](O)=[O:9])[CH2:5][CH2:4][CH2:3][CH2:2]1.[CH3:27][C:28]1([CH3:40])[O:32][C@H:31]([CH2:33][N:34]2[CH:38]=[CH:37][C:36]([NH2:39])=[N:35]2)[CH2:30][O:29]1.